Dataset: Reaction yield outcomes from USPTO patents with 853,638 reactions. Task: Predict the reaction yield, written as a fraction of the theoretical maximum amount of product (1.0 means a 100% yield; for example, 0.34 means a 34% yield). (1) The reactants are [NH2:1][C:2]1[N:7]=[C:6](Cl)[N:5]=[C:4]([C:9]2[CH:10]=[C:11]([CH:20]=[CH:21][CH:22]=2)[O:12][CH2:13][C:14]([NH:16][CH:17]([CH3:19])[CH3:18])=[O:15])[CH:3]=1.[CH3:23][N:24]1[CH2:29][CH2:28][NH:27][CH2:26][CH2:25]1. The catalyst is CCCCO. The product is [NH2:1][C:2]1[N:7]=[C:6]([N:27]2[CH2:28][CH2:29][N:24]([CH3:23])[CH2:25][CH2:26]2)[N:5]=[C:4]([C:9]2[CH:10]=[C:11]([CH:20]=[CH:21][CH:22]=2)[O:12][CH2:13][C:14]([NH:16][CH:17]([CH3:19])[CH3:18])=[O:15])[CH:3]=1. The yield is 0.520. (2) The reactants are [F:1][C:2]([F:15])([O:6][C:7]1[CH:8]=[C:9]([CH:12]=[CH:13][CH:14]=1)[CH:10]=[O:11])[CH:3]([F:5])[F:4].[O:16]([C:23]1[CH:24]=[C:25]([NH:29][CH2:30][CH:31](O)[C:32]([F:35])([F:34])[F:33])[CH:26]=[CH:27][CH:28]=1)[C:17]1[CH:22]=[CH:21][CH:20]=[CH:19][CH:18]=1. The catalyst is [Zn+2].[I-].[I-].C1(C)C=CC=CC=1. The product is [O:16]([C:23]1[CH:24]=[C:25]([N:29]2[CH2:30][CH:31]([C:32]([F:33])([F:34])[F:35])[O:11][CH:10]2[C:9]2[CH:12]=[CH:13][CH:14]=[C:7]([O:6][C:2]([F:15])([F:1])[CH:3]([F:4])[F:5])[CH:8]=2)[CH:26]=[CH:27][CH:28]=1)[C:17]1[CH:18]=[CH:19][CH:20]=[CH:21][CH:22]=1. The yield is 0.920. (3) The reactants are [NH2:1][C:2]1[C:7]([OH:8])=[CH:6][CH:5]=[CH:4][N:3]=1.[Br:9]Br. The catalyst is C(O)C. The product is [NH2:1][C:2]1[C:7]([OH:8])=[C:6]([Br:9])[CH:5]=[CH:4][N:3]=1. The yield is 0.160. (4) The reactants are [OH:1][CH2:2][C@H:3]([NH:6][C:7]([C:9]1[NH:10][C:11]([C:14]2[CH:19]=[C:18]([O:20][C:21]3[CH:22]=[N:23][C:24]([S:27]([CH3:30])(=[O:29])=[O:28])=[CH:25][CH:26]=3)[CH:17]=[C:16]([O:31][C@@H:32]([CH3:36])[CH2:33][O:34][CH3:35])[CH:15]=2)=[CH:12][CH:13]=1)=O)[CH2:4][CH3:5].CS(O)(=O)=O.C(N(CC)CC)C.C(=O)([O-])O.[Na+]. The catalyst is O1CCCC1. The product is [CH2:4]([C@@H:3]1[CH2:2][O:1][C:7]([C:9]2[NH:10][C:11]([C:14]3[CH:19]=[C:18]([CH:17]=[C:16]([O:31][C@@H:32]([CH3:36])[CH2:33][O:34][CH3:35])[CH:15]=3)[O:20][C:21]3[CH:26]=[CH:25][C:24]([S:27]([CH3:30])(=[O:28])=[O:29])=[N:23][CH:22]=3)=[CH:12][CH:13]=2)=[N:6]1)[CH3:5]. The yield is 0.930.